Task: Predict which catalyst facilitates the given reaction.. Dataset: Catalyst prediction with 721,799 reactions and 888 catalyst types from USPTO (1) Reactant: I[C:2]1[C:10]2[C:5](=[N:6][CH:7]=[C:8]([C:11]3[CH:16]=[C:15]([O:17][CH3:18])[C:14]([O:19][CH3:20])=[C:13]([O:21][CH3:22])[CH:12]=3)[N:9]=2)[N:4]([Si](C(C)C)(C(C)C)C(C)C)[CH:3]=1.CCCCCC.[C:39]([O:43][C:44]([N:46]1[CH2:50][CH2:49][CH:48]([C:51](=[O:56])N(OC)C)[CH2:47]1)=[O:45])([CH3:42])([CH3:41])[CH3:40]. Product: [C:39]([O:43][C:44]([N:46]1[CH2:50][CH2:49][CH:48]([C:51]([C:2]2[C:10]3[C:5](=[N:6][CH:7]=[C:8]([C:11]4[CH:16]=[C:15]([O:17][CH3:18])[C:14]([O:19][CH3:20])=[C:13]([O:21][CH3:22])[CH:12]=4)[N:9]=3)[NH:4][CH:3]=2)=[O:56])[CH2:47]1)=[O:45])([CH3:42])([CH3:41])[CH3:40]. The catalyst class is: 1. (2) Product: [CH3:23][N:22]([CH3:24])[C:19]1[CH:18]=[CH:17][C:16]([C:15]2[N:11]([C:8]3[N:9]=[N:10][C:5]([O:2][CH3:1])=[CH:6][CH:7]=3)[N:12]=[C:13]([C:25]([OH:27])=[O:26])[CH:14]=2)=[CH:21][CH:20]=1. Reactant: [CH3:1][O-:2].[Na+].Cl[C:5]1[N:10]=[N:9][C:8]([N:11]2[C:15]([C:16]3[CH:21]=[CH:20][C:19]([N:22]([CH3:24])[CH3:23])=[CH:18][CH:17]=3)=[CH:14][C:13]([C:25]([O:27]C)=[O:26])=[N:12]2)=[CH:7][CH:6]=1.O. The catalyst class is: 5. (3) Reactant: [CH3:1][O:2][C:3]1[CH:36]=[CH:35][C:6]([CH2:7][O:8][C:9]2[C:10]([C:32](O)=[O:33])=[N:11][C:12]([C:25]3[CH:30]=[CH:29][C:28]([CH3:31])=[CH:27][CH:26]=3)=[N:13][C:14]=2[O:15][CH2:16][C:17]2[CH:22]=[CH:21][C:20]([O:23][CH3:24])=[CH:19][CH:18]=2)=[CH:5][CH:4]=1.CN(C(ON1N=NC2C=CC=NC1=2)=[N+](C)C)C.F[P-](F)(F)(F)(F)F.CCN(C(C)C)C(C)C.[C:70]([Si:74]([CH3:88])([CH3:87])[O:75][CH2:76][CH2:77][NH:78][CH2:79][C:80]1[CH:85]=[CH:84][C:83]([F:86])=[CH:82][CH:81]=1)([CH3:73])([CH3:72])[CH3:71]. Product: [C:70]([Si:74]([CH3:88])([CH3:87])[O:75][CH2:76][CH2:77][N:78]([CH2:79][C:80]1[CH:85]=[CH:84][C:83]([F:86])=[CH:82][CH:81]=1)[C:32]([C:10]1[C:9]([O:8][CH2:7][C:6]2[CH:5]=[CH:4][C:3]([O:2][CH3:1])=[CH:36][CH:35]=2)=[C:14]([O:15][CH2:16][C:17]2[CH:22]=[CH:21][C:20]([O:23][CH3:24])=[CH:19][CH:18]=2)[N:13]=[C:12]([C:25]2[CH:30]=[CH:29][C:28]([CH3:31])=[CH:27][CH:26]=2)[N:11]=1)=[O:33])([CH3:73])([CH3:72])[CH3:71]. The catalyst class is: 3. (4) Reactant: [O:1]=[C:2]1[CH2:7][CH2:6][CH2:5][CH2:4][N:3]1[C:8]1[CH:13]=[CH:12][CH:11]=[CH:10][C:9]=1[CH2:14][CH2:15][N:16]1[CH2:20][CH2:19][CH:18]([C:21]2[CH:29]=[CH:28][CH:27]=[CH:26][C:22]=2[C:23]([OH:25])=O)[CH2:17]1.[NH:30]1[CH2:34][CH2:33][CH2:32][CH2:31]1.CN([P+](ON1N=NC2C=CC=CC1=2)(N(C)C)N(C)C)C.F[P-](F)(F)(F)(F)F. The catalyst class is: 4. Product: [N:30]1([C:23]([C:22]2[CH:26]=[CH:27][CH:28]=[CH:29][C:21]=2[CH:18]2[CH2:19][CH2:20][N:16]([CH2:15][CH2:14][C:9]3[CH:10]=[CH:11][CH:12]=[CH:13][C:8]=3[N:3]3[CH2:4][CH2:5][CH2:6][CH2:7][C:2]3=[O:1])[CH2:17]2)=[O:25])[CH2:34][CH2:33][CH2:32][CH2:31]1. (5) Reactant: [CH2:1]([OH:10])[CH:2]=[CH:3][C:4]1[CH:9]=[CH:8][CH:7]=[CH:6][CH:5]=1.C(C1C(=O)C(Cl)=C(Cl)[C:15](=[O:16])C=1C#N)#N. Product: [C:1]([O:16][CH3:15])(=[O:10])[CH:2]=[CH:3][C:4]1[CH:9]=[CH:8][CH:7]=[CH:6][CH:5]=1. The catalyst class is: 5. (6) Product: [C:1]([OH:10])(=[O:9])[C@@H:2]([C@H:4]([C:6]([OH:8])=[O:7])[OH:5])[OH:3]. Reactant: [C:1]([OH:10])(=[O:9])[CH:2]([CH:4]([C:6]([OH:8])=[O:7])[OH:5])[OH:3].NC1C2C(C3C=CC(NC(NC4C=CC=C(F)C=4)=O)=CC=3)=CSC=2C(C2C=NN(CCO)C=2)=CN=1. The catalyst class is: 20. (7) Reactant: [CH3:1][O:2][C:3]1[CH:4]=[C:5]([CH:7]=[C:8]([O:12][CH3:13])[C:9]=1[O:10][CH3:11])[NH2:6].[CH:14](=O)/[CH:15]=[CH:16]/[CH3:17]. Product: [CH3:17][C:16]1[CH:15]=[CH:14][C:7]2[C:5](=[CH:4][C:3]([O:2][CH3:1])=[C:9]([O:10][CH3:11])[C:8]=2[O:12][CH3:13])[N:6]=1. The catalyst class is: 33. (8) Reactant: [Na].Cl.[CH:3]([NH2:5])=[NH:4].[CH2:6]([N:13]1[CH2:19][CH2:18][C:17](Cl)=[C:16]([C:21]([C:23]2[CH:28]=[CH:27][CH:26]=[CH:25][CH:24]=2)=O)[CH2:15][CH2:14]1)[C:7]1[CH:12]=[CH:11][CH:10]=[CH:9][CH:8]=1. Product: [CH2:6]([N:13]1[CH2:14][CH2:15][C:16]2[C:21]([C:23]3[CH:28]=[CH:27][CH:26]=[CH:25][CH:24]=3)=[N:4][CH:3]=[N:5][C:17]=2[CH2:18][CH2:19]1)[C:7]1[CH:8]=[CH:9][CH:10]=[CH:11][CH:12]=1. The catalyst class is: 8.